This data is from Full USPTO retrosynthesis dataset with 1.9M reactions from patents (1976-2016). The task is: Predict the reactants needed to synthesize the given product. Given the product [CH3:14][O:1][CH2:2][CH2:3][O:4][CH2:5][CH2:6][NH:7][C:8](=[O:11])[CH:9]=[CH2:10], predict the reactants needed to synthesize it. The reactants are: [OH:1][CH2:2][CH2:3][O:4][CH2:5][CH2:6][NH:7][C:8](=[O:11])[CH:9]=[CH2:10].[OH-].[K+].[CH3:14]I.